Dataset: Peptide-MHC class I binding affinity with 185,985 pairs from IEDB/IMGT. Task: Regression. Given a peptide amino acid sequence and an MHC pseudo amino acid sequence, predict their binding affinity value. This is MHC class I binding data. (1) The peptide sequence is FHHRIRCKL. The MHC is HLA-A69:01 with pseudo-sequence HLA-A69:01. The binding affinity (normalized) is 0.0847. (2) The peptide sequence is SIIQEKLGY. The MHC is HLA-B58:01 with pseudo-sequence HLA-B58:01. The binding affinity (normalized) is 0.0847. (3) The peptide sequence is IKLEPVHGVY. The MHC is HLA-A68:01 with pseudo-sequence HLA-A68:01. The binding affinity (normalized) is 0.0288. (4) The peptide sequence is KMEKASFIEV. The MHC is HLA-A02:01 with pseudo-sequence HLA-A02:01. The binding affinity (normalized) is 0.541. (5) The peptide sequence is LTAGLSVQQ. The MHC is HLA-A02:01 with pseudo-sequence HLA-A02:01. The binding affinity (normalized) is 0. (6) The peptide sequence is TYLYNKYSF. The MHC is HLA-B57:01 with pseudo-sequence HLA-B57:01. The binding affinity (normalized) is 0.0847.